Dataset: Forward reaction prediction with 1.9M reactions from USPTO patents (1976-2016). Task: Predict the product of the given reaction. (1) Given the reactants [CH3:1][O:2][C:3]1[CH:4]=[C:5]2[C:10](=[CH:11][C:12]=1[O:13][CH3:14])[N:9]=[CH:8][CH:7]=[C:6]2[O:15][C:16]1[C:22]([CH3:23])=[CH:21][C:19]([NH2:20])=[C:18]([CH3:24])[CH:17]=1.Cl[C:26](Cl)([O:28][C:29](=[O:35])OC(Cl)(Cl)Cl)Cl.[CH3:37][C:38]1[CH:43]=[CH:42][CH:41]=[CH:40][C:39]=1CO.C(=O)(O)[O-].[Na+], predict the reaction product. The product is: [CH3:1][O:2][C:3]1[CH:4]=[C:5]2[C:10](=[CH:11][C:12]=1[O:13][CH3:14])[N:9]=[CH:8][CH:7]=[C:6]2[O:15][C:16]1[C:22]([CH3:23])=[CH:21][C:19]([NH:20][C:29](=[O:35])[O:28][CH2:26][C:39]2[CH:40]=[CH:41][CH:42]=[CH:43][C:38]=2[CH3:37])=[C:18]([CH3:24])[CH:17]=1. (2) Given the reactants [NH2:1][C:2]1[CH:17]=[CH:16][C:5]([O:6][C:7]2[CH:12]=[CH:11][N:10]=[C:9]([C:13]([NH2:15])=[O:14])[CH:8]=2)=[C:4]([F:18])[C:3]=1[F:19].[CH3:20][N:21]1[C:25]([CH3:26])=[C:24]([C:27](O)=[O:28])[C:23](=[O:30])[N:22]1[C:31]1[CH:36]=[CH:35][CH:34]=[CH:33][CH:32]=1.CCN=C=NCCCN(C)C.C1C=NC2N(O)N=NC=2C=1, predict the reaction product. The product is: [CH3:20][N:21]1[C:25]([CH3:26])=[C:24]([C:27]([NH:1][C:2]2[CH:17]=[CH:16][C:5]([O:6][C:7]3[CH:12]=[CH:11][N:10]=[C:9]([C:13]([NH2:15])=[O:14])[CH:8]=3)=[C:4]([F:18])[C:3]=2[F:19])=[O:28])[C:23](=[O:30])[N:22]1[C:31]1[CH:36]=[CH:35][CH:34]=[CH:33][CH:32]=1.